Dataset: Peptide-MHC class II binding affinity with 134,281 pairs from IEDB. Task: Regression. Given a peptide amino acid sequence and an MHC pseudo amino acid sequence, predict their binding affinity value. This is MHC class II binding data. (1) The peptide sequence is LGTFDTVQIIKLLPF. The MHC is DRB1_0802 with pseudo-sequence DRB1_0802. The binding affinity (normalized) is 0.359. (2) The peptide sequence is EEDIEIIPIQEEKY. The MHC is HLA-DPA10201-DPB10101 with pseudo-sequence HLA-DPA10201-DPB10101. The binding affinity (normalized) is 0.780. (3) The peptide sequence is FGHDGTVWAQSADFP. The MHC is DRB1_1201 with pseudo-sequence DRB1_1201. The binding affinity (normalized) is 0.208.